Task: Predict the reaction yield, written as a fraction of the theoretical maximum amount of product (1.0 means a 100% yield; for example, 0.34 means a 34% yield).. Dataset: Reaction yield outcomes from USPTO patents with 853,638 reactions (1) The reactants are [N:1]1([C:7]2[C:12]3[CH:13]=[CH:14][O:15][C:11]=3[CH:10]=[CH:9][N:8]=2)[CH2:6][CH2:5][NH:4][CH2:3][CH2:2]1.O=[CH:17][CH2:18][C@H:19]1[CH2:24][CH2:23][C@H:22]([NH:25][C:26](=[O:28])[CH3:27])[CH2:21][CH2:20]1. The catalyst is ClCCCl.CO. The product is [O:15]1[C:11]2[CH:10]=[CH:9][N:8]=[C:7]([N:1]3[CH2:2][CH2:3][N:4]([CH2:17][CH2:18][C@H:19]4[CH2:24][CH2:23][C@H:22]([NH:25][C:26](=[O:28])[CH3:27])[CH2:21][CH2:20]4)[CH2:5][CH2:6]3)[C:12]=2[CH:13]=[CH:14]1. The yield is 0.420. (2) The reactants are [CH2:1]([N:3]([CH2:14][CH3:15])[CH2:4][CH2:5][O:6][C:7]1[CH:12]=[CH:11][C:10]([NH2:13])=[CH:9][CH:8]=1)[CH3:2].[CH3:16][C:17]1[CH:25]=[CH:24][CH:23]=[C:22]2[C:18]=1[C:19](=[CH:27]O)[C:20](=[O:26])[NH:21]2. No catalyst specified. The product is [CH2:14]([N:3]([CH2:1][CH3:2])[CH2:4][CH2:5][O:6][C:7]1[CH:8]=[CH:9][C:10]([NH:13][CH:27]=[C:19]2[C:18]3[C:22](=[CH:23][CH:24]=[CH:25][C:17]=3[CH3:16])[NH:21][C:20]2=[O:26])=[CH:11][CH:12]=1)[CH3:15]. The yield is 0.230. (3) The reactants are Cl[C:2]1[N:7]=[CH:6][N:5]=[C:4]([O:8][C:9]2[CH:14]=[CH:13][C:12]([NH:15][C:16](=[O:28])[CH2:17][C:18]([NH:20][C:21]3[CH:26]=[CH:25][C:24]([F:27])=[CH:23][CH:22]=3)=[O:19])=[CH:11][C:10]=2[F:29])[CH:3]=1.[CH3:30][NH2:31].C1COCC1. The catalyst is CCCCO. The product is [F:29][C:10]1[CH:11]=[C:12]([NH:15][C:16](=[O:28])[CH2:17][C:18]([NH:20][C:21]2[CH:26]=[CH:25][C:24]([F:27])=[CH:23][CH:22]=2)=[O:19])[CH:13]=[CH:14][C:9]=1[O:8][C:4]1[CH:3]=[C:2]([NH:31][CH3:30])[N:7]=[CH:6][N:5]=1. The yield is 0.340. (4) The reactants are [CH3:1][C:2]1[N:3]=[C:4]2[CH:9]=[CH:8][C:7]([CH3:10])=[N:6][N:5]2[CH:11]=1.Br[C:13]1[S:17][C:16]([C:18]2[CH:23]=[CH:22][CH:21]=[C:20]([CH3:24])[N:19]=2)=[CH:15][C:14]=1[CH3:25].C([O-])([O-])=O.[Cs+].[Cs+].N#N.C1C=CC(P(C2C=CC=CC=2)C2C=CC=CC=2)=CC=1. The catalyst is C(Cl)Cl.C1C=CC(/C=C/C(/C=C/C2C=CC=CC=2)=O)=CC=1.C1C=CC(/C=C/C(/C=C/C2C=CC=CC=2)=O)=CC=1.C1C=CC(/C=C/C(/C=C/C2C=CC=CC=2)=O)=CC=1.[Pd].[Pd].CN(C=O)C. The product is [CH3:1][C:2]1[N:3]=[C:4]2[CH:9]=[CH:8][C:7]([CH3:10])=[N:6][N:5]2[C:11]=1[C:13]1[S:17][C:16]([C:18]2[CH:23]=[CH:22][CH:21]=[C:20]([CH3:24])[N:19]=2)=[CH:15][C:14]=1[CH3:25]. The yield is 0.390. (5) The reactants are [C:1]1([C:7]#[C:8][C:9]2[CH:10]=[C:11]([CH:14]=[O:15])[O:12][CH:13]=2)[CH:6]=[CH:5][CH:4]=[CH:3][CH:2]=1. The catalyst is CO.[Pd]. The product is [CH2:8]([C:9]1[CH:10]=[C:11]([CH:14]=[O:15])[O:12][CH:13]=1)[CH2:7][C:1]1[CH:2]=[CH:3][CH:4]=[CH:5][CH:6]=1. The yield is 0.970. (6) The reactants are [C:1]([C:5]1[N:6]=[C:7]([NH:10][C:11](=[O:22])[C:12]2[CH:17]=[CH:16][N:15]=[C:14]([NH:18]C(=O)C)[CH:13]=2)[S:8][CH:9]=1)([CH3:4])([CH3:3])[CH3:2].Cl. The catalyst is C(O)C. The product is [C:1]([C:5]1[N:6]=[C:7]([NH:10][C:11](=[O:22])[C:12]2[CH:17]=[CH:16][N:15]=[C:14]([NH2:18])[CH:13]=2)[S:8][CH:9]=1)([CH3:4])([CH3:2])[CH3:3]. The yield is 0.520. (7) The reactants are [CH:1]1([NH2:7])[CH2:6][CH2:5][CH2:4][CH2:3][CH2:2]1.[CH2:8]=[C:9]1[O:13][C:11](=[O:12])[CH2:10]1. The catalyst is O1CCCC1. The product is [CH:1]1([NH:7][C:11](=[O:12])[CH2:10][C:9](=[O:13])[CH3:8])[CH2:6][CH2:5][CH2:4][CH2:3][CH2:2]1. The yield is 0.690. (8) The yield is 0.230. The reactants are CC1(C)C(C)(C)OB(B2OC(C)(C)C(C)(C)O2)O1.C1C=CC(P(C2C=CC=CC=2)C2C=CC=CC=2)=CC=1.C([O-])([O-])=O.[K+].[K+].FC(F)(F)S(O[C:50]1[CH2:56][O:55][CH2:54][CH2:53][N:52]([C:57]([O:59][C:60]([CH3:63])([CH3:62])[CH3:61])=[O:58])[CH:51]=1)(=O)=O.Cl[C:67]1[C:72]2[CH:73]=[CH:74][NH:75][C:71]=2[C:70]([C:76]([O:78][CH3:79])=[O:77])=[CH:69][N:68]=1. The product is [CH3:79][O:78][C:76]([C:70]1[C:71]2[NH:75][CH:74]=[CH:73][C:72]=2[C:67]([C:50]2[CH2:56][O:55][CH2:54][CH2:53][N:52]([C:57]([O:59][C:60]([CH3:63])([CH3:62])[CH3:61])=[O:58])[CH:51]=2)=[N:68][CH:69]=1)=[O:77]. The catalyst is O1CCOCC1.Cl[Pd](Cl)([P](C1C=CC=CC=1)(C1C=CC=CC=1)C1C=CC=CC=1)[P](C1C=CC=CC=1)(C1C=CC=CC=1)C1C=CC=CC=1.O.